Dataset: Forward reaction prediction with 1.9M reactions from USPTO patents (1976-2016). Task: Predict the product of the given reaction. (1) The product is: [CH:1]1[C:10]2[C:5](=[CH:6][CH:7]=[CH:8][CH:9]=2)[CH:4]=[CH:3][C:2]=1[C:11]([CH2:25][CH2:24][O:23][CH:22]=[CH2:21])=[O:13]. Given the reactants [CH:1]1[C:10]2[C:5](=[CH:6][CH:7]=[CH:8][CH:9]=2)[CH:4]=[CH:3][C:2]=1[C:11]([OH:13])=O.C(=O)([O-])[O-].[K+].[K+].Cl[CH2:21][CH2:22][O:23][CH:24]=[CH2:25].CO, predict the reaction product. (2) Given the reactants [H-].[Al+3].[Li+].[H-].[H-].[H-].[O:7]([CH2:25][CH2:26][C:27]1([CH2:33][CH2:34][O:35][C:36]2[CH:37]=[C:38]([C:46](OC)=[O:47])[CH:39]=[C:40]([CH:45]=2)[C:41](OC)=[O:42])[CH2:32][CH2:31][CH2:30][CH2:29][CH2:28]1)[Si:8]([C:21]([CH3:24])([CH3:23])[CH3:22])([C:15]1[CH:20]=[CH:19][CH:18]=[CH:17][CH:16]=1)[C:9]1[CH:14]=[CH:13][CH:12]=[CH:11][CH:10]=1.[OH-].[Na+], predict the reaction product. The product is: [O:7]([CH2:25][CH2:26][C:27]1([CH2:33][CH2:34][O:35][C:36]2[CH:45]=[C:40]([CH2:41][OH:42])[CH:39]=[C:38]([CH2:46][OH:47])[CH:37]=2)[CH2:32][CH2:31][CH2:30][CH2:29][CH2:28]1)[Si:8]([C:21]([CH3:24])([CH3:23])[CH3:22])([C:15]1[CH:16]=[CH:17][CH:18]=[CH:19][CH:20]=1)[C:9]1[CH:10]=[CH:11][CH:12]=[CH:13][CH:14]=1. (3) Given the reactants [CH2:1]([O:8][C:9]1[C:10]([F:29])=[C:11]([C:15]2[N:16]=[C:17]([CH:25]3[CH2:28][CH2:27][CH2:26]3)[N:18]3[CH:23]=[CH:22][N:21]=[C:20](Cl)[C:19]=23)[CH:12]=[CH:13][CH:14]=1)[C:2]1[CH:7]=[CH:6][CH:5]=[CH:4][CH:3]=1.[NH3:30], predict the reaction product. The product is: [NH2:30][C:20]1[C:19]2[N:18]([C:17]([CH:25]3[CH2:28][CH2:27][CH2:26]3)=[N:16][C:15]=2[C:11]2[CH:12]=[CH:13][CH:14]=[C:9]([O:8][CH2:1][C:2]3[CH:7]=[CH:6][CH:5]=[CH:4][CH:3]=3)[C:10]=2[F:29])[CH:23]=[CH:22][N:21]=1. (4) Given the reactants I.[Cl:2][C:3]1[CH:15]=[C:14]([O:16]C)[CH:13]=[C:12]([O:18][CH3:19])[C:4]=1[CH2:5][N:6]1[CH2:11][CH2:10][CH2:9][CH2:8][CH2:7]1, predict the reaction product. The product is: [Cl:2][C:3]1[CH:15]=[C:14]([OH:16])[CH:13]=[C:12]([O:18][CH3:19])[C:4]=1[CH2:5][N:6]1[CH2:7][CH2:8][CH2:9][CH2:10][CH2:11]1. (5) Given the reactants ClC1C=C(C=CC=1Cl)OC1CCN(S(C2C(C)=NN(C)C=2C)(=O)=O)CC1.[CH3:27][N:28]1[C:32]([S:33](Cl)(=[O:35])=[O:34])=[C:31]([CH3:37])[CH:30]=[N:29]1.Cl.[Cl:39][C:40]1[CH:52]=[C:51]([Cl:53])[CH:50]=[CH:49][C:41]=1[O:42][CH:43]1[CH2:48][CH2:47][NH:46][CH2:45][CH2:44]1, predict the reaction product. The product is: [Cl:39][C:40]1[CH:52]=[C:51]([Cl:53])[CH:50]=[CH:49][C:41]=1[O:42][CH:43]1[CH2:44][CH2:45][N:46]([S:33]([C:32]2[N:28]([CH3:27])[N:29]=[CH:30][C:31]=2[CH3:37])(=[O:35])=[O:34])[CH2:47][CH2:48]1. (6) Given the reactants [S:1]1[CH:5]=[CH:4][CH:3]=[C:2]1[C:6]1[CH:7]=[C:8]2[C:12](=[CH:13][CH:14]=1)[NH:11][N:10]=[C:9]2[NH2:15].[C:16](N1C=CC=CC1=O)([N:18]1C=CC=CC1=O)=[S:17].N.O, predict the reaction product. The product is: [S:1]1[CH:5]=[CH:4][CH:3]=[C:2]1[C:6]1[CH:7]=[C:8]2[C:12](=[CH:13][CH:14]=1)[NH:11][N:10]=[C:9]2[NH:15][C:16]([NH2:18])=[S:17]. (7) Given the reactants [NH:1]1[CH2:5][CH2:4][CH2:3][C@H:2]1[C:6]([O:8][CH3:9])=[O:7].Cl.C(N(CC)CC)C.CS(O[CH2:23][C:24]1[CH:29]=[CH:28][C:27]([CH2:30][CH2:31][NH:32][C:33]([C:35]2[CH:40]=[CH:39][C:38]([C:41]3[CH:46]=[CH:45][C:44]([Cl:47])=[CH:43][CH:42]=3)=[CH:37][CH:36]=2)=[O:34])=[CH:26][CH:25]=1)(=O)=O, predict the reaction product. The product is: [Cl:47][C:44]1[CH:45]=[CH:46][C:41]([C:38]2[CH:39]=[CH:40][C:35]([C:33]([NH:32][CH2:31][CH2:30][C:27]3[CH:26]=[CH:25][C:24]([CH2:23][N:1]4[CH2:5][CH2:4][CH2:3][C@H:2]4[C:6]([O:8][CH3:9])=[O:7])=[CH:29][CH:28]=3)=[O:34])=[CH:36][CH:37]=2)=[CH:42][CH:43]=1. (8) Given the reactants C([O:3][C:4]([C:6]1[CH:7]=[N:8][N:9]([CH:15]2[CH2:20][CH2:19][CH2:18][CH2:17][CH2:16]2)[C:10]=1[C:11]([F:14])([F:13])[F:12])=[O:5])C.O.[OH-].[Li+], predict the reaction product. The product is: [CH:15]1([N:9]2[C:10]([C:11]([F:12])([F:13])[F:14])=[C:6]([C:4]([OH:5])=[O:3])[CH:7]=[N:8]2)[CH2:16][CH2:17][CH2:18][CH2:19][CH2:20]1. (9) Given the reactants [F:1][C:2]1[CH:3]=[C:4]([CH:6]=[CH:7][C:8]=1[S:9][CH3:10])N.[OH:11]S(O)(=O)=O.N([O-])=O.[Na+], predict the reaction product. The product is: [F:1][C:2]1[CH:3]=[C:4]([OH:11])[CH:6]=[CH:7][C:8]=1[S:9][CH3:10]. (10) Given the reactants [NH2:1][C:2]1[CH:3]=[C:4]([C:8]([C:10]2[C:18]3[CH:17]=[N:16][CH:15]=[N:14][C:13]=3[N:12]([CH:19]([CH3:21])[CH3:20])[CH:11]=2)=[O:9])[CH:5]=[N:6][CH:7]=1.[CH:22]1([N:25]2[CH:29]=[C:28]([CH2:30][C:31](O)=[O:32])[C:27]([C:34]([F:37])([F:36])[F:35])=[N:26]2)[CH2:24][CH2:23]1.CCCP(O)(O)=O, predict the reaction product. The product is: [CH:22]1([N:25]2[CH:29]=[C:28]([CH2:30][C:31]([NH:1][C:2]3[CH:7]=[N:6][CH:5]=[C:4]([C:8]([C:10]4[C:18]5[CH:17]=[N:16][CH:15]=[N:14][C:13]=5[N:12]([CH:19]([CH3:21])[CH3:20])[CH:11]=4)=[O:9])[CH:3]=3)=[O:32])[C:27]([C:34]([F:37])([F:36])[F:35])=[N:26]2)[CH2:24][CH2:23]1.